Dataset: Full USPTO retrosynthesis dataset with 1.9M reactions from patents (1976-2016). Task: Predict the reactants needed to synthesize the given product. (1) Given the product [Cl:38][C:22]1[C:23]([NH:25][C:26]2[CH:31]=[CH:30][CH:29]=[CH:28][C:27]=2[S:32]([CH:35]([CH3:37])[CH3:36])(=[O:34])=[O:33])=[N:24][C:19]([NH:1][C:2]2[C:15]([O:16][CH3:17])=[CH:14][C:5]3[N:6]([CH2:12][CH3:13])[C:7](=[O:11])[CH2:8][CH2:9][CH2:10][C:4]=3[CH:3]=2)=[N:20][CH:21]=1, predict the reactants needed to synthesize it. The reactants are: [NH2:1][C:2]1[C:15]([O:16][CH3:17])=[CH:14][C:5]2[N:6]([CH2:12][CH3:13])[C:7](=[O:11])[CH2:8][CH2:9][CH2:10][C:4]=2[CH:3]=1.Cl[C:19]1[N:24]=[C:23]([NH:25][C:26]2[CH:31]=[CH:30][CH:29]=[CH:28][C:27]=2[S:32]([CH:35]([CH3:37])[CH3:36])(=[O:34])=[O:33])[C:22]([Cl:38])=[CH:21][N:20]=1. (2) Given the product [Cl:27][C:28]1[CH:33]=[C:32]([C:34]2[CH:35]=[N:36][CH:37]=[CH:38][CH:39]=2)[CH:31]=[CH:30][C:29]=1[C:40]1[S:44][C:43]([NH:45][C:13](=[O:15])[C:12]2[CH:11]=[CH:10][C:9]([CH2:8][N:5]3[CH2:4][CH2:3][N:2]([CH3:1])[CH2:7][CH2:6]3)=[CH:17][CH:16]=2)=[N:42][CH:41]=1, predict the reactants needed to synthesize it. The reactants are: [CH3:1][N:2]1[CH2:7][CH2:6][N:5]([CH2:8][C:9]2[CH:17]=[CH:16][C:12]([C:13]([OH:15])=O)=[CH:11][CH:10]=2)[CH2:4][CH2:3]1.CCN(C(C)C)C(C)C.[Cl:27][C:28]1[CH:33]=[C:32]([C:34]2[CH:35]=[N:36][CH:37]=[CH:38][CH:39]=2)[CH:31]=[CH:30][C:29]=1[C:40]1[S:44][C:43]([NH2:45])=[N:42][CH:41]=1. (3) Given the product [CH3:1][N:2]1[CH:6]=[C:5]([C:7]2[C:8]([C:31]([N:33]3[CH2:38][CH2:37][CH2:36][CH2:35][CH2:34]3)=[O:32])=[CH:9][C:10]([O:23][CH2:24][C:25]3[CH:30]=[CH:29][CH:28]=[CH:27][CH:26]=3)=[C:11]([CH:22]=2)[C:12]([OH:14])=[O:13])[CH:4]=[N:3]1, predict the reactants needed to synthesize it. The reactants are: [CH3:1][N:2]1[CH:6]=[C:5]([C:7]2[C:8]([C:31]([N:33]3[CH2:38][CH2:37][CH2:36][CH2:35][CH2:34]3)=[O:32])=[CH:9][C:10]([O:23][CH2:24][C:25]3[CH:30]=[CH:29][CH:28]=[CH:27][CH:26]=3)=[C:11]([CH:22]=2)[C:12]([O:14]CC2C=CC=CC=2)=[O:13])[CH:4]=[N:3]1.[OH-].[Li+].O.Cl.